Dataset: NCI-60 drug combinations with 297,098 pairs across 59 cell lines. Task: Regression. Given two drug SMILES strings and cell line genomic features, predict the synergy score measuring deviation from expected non-interaction effect. (1) Drug 1: C1=CC(=CC=C1CCC2=CNC3=C2C(=O)NC(=N3)N)C(=O)NC(CCC(=O)O)C(=O)O. Drug 2: CC1CCCC2(C(O2)CC(NC(=O)CC(C(C(=O)C(C1O)C)(C)C)O)C(=CC3=CSC(=N3)C)C)C. Cell line: SF-539. Synergy scores: CSS=33.8, Synergy_ZIP=-1.38, Synergy_Bliss=-3.94, Synergy_Loewe=-3.61, Synergy_HSA=-2.94. (2) Drug 1: CC1=C2C(C(=O)C3(C(CC4C(C3C(C(C2(C)C)(CC1OC(=O)C(C(C5=CC=CC=C5)NC(=O)OC(C)(C)C)O)O)OC(=O)C6=CC=CC=C6)(CO4)OC(=O)C)OC)C)OC. Drug 2: CC(C)(C#N)C1=CC(=CC(=C1)CN2C=NC=N2)C(C)(C)C#N. Cell line: HT29. Synergy scores: CSS=40.2, Synergy_ZIP=3.61, Synergy_Bliss=1.79, Synergy_Loewe=-30.9, Synergy_HSA=1.20. (3) Drug 1: CC(CN1CC(=O)NC(=O)C1)N2CC(=O)NC(=O)C2. Drug 2: CC12CCC3C(C1CCC2OP(=O)(O)O)CCC4=C3C=CC(=C4)OC(=O)N(CCCl)CCCl.[Na+]. Cell line: BT-549. Synergy scores: CSS=3.60, Synergy_ZIP=-3.96, Synergy_Bliss=-3.73, Synergy_Loewe=-2.93, Synergy_HSA=-2.77. (4) Drug 1: C1=CN(C=N1)CC(O)(P(=O)(O)O)P(=O)(O)O. Drug 2: C(CCl)NC(=O)N(CCCl)N=O. Cell line: SW-620. Synergy scores: CSS=2.88, Synergy_ZIP=-1.73, Synergy_Bliss=1.46, Synergy_Loewe=0.862, Synergy_HSA=0.997. (5) Drug 1: C1C(C(OC1N2C=C(C(=O)NC2=O)F)CO)O. Drug 2: C(CN)CNCCSP(=O)(O)O. Cell line: TK-10. Synergy scores: CSS=0.429, Synergy_ZIP=0.433, Synergy_Bliss=-0.0590, Synergy_Loewe=-2.55, Synergy_HSA=-2.24. (6) Drug 1: CCC1(CC2CC(C3=C(CCN(C2)C1)C4=CC=CC=C4N3)(C5=C(C=C6C(=C5)C78CCN9C7C(C=CC9)(C(C(C8N6C=O)(C(=O)OC)O)OC(=O)C)CC)OC)C(=O)OC)O.OS(=O)(=O)O. Drug 2: CC1CCC2CC(C(=CC=CC=CC(CC(C(=O)C(C(C(=CC(C(=O)CC(OC(=O)C3CCCCN3C(=O)C(=O)C1(O2)O)C(C)CC4CCC(C(C4)OC)OCCO)C)C)O)OC)C)C)C)OC. Cell line: U251. Synergy scores: CSS=40.7, Synergy_ZIP=16.7, Synergy_Bliss=18.9, Synergy_Loewe=6.41, Synergy_HSA=11.2. (7) Drug 1: CC1=C(C=C(C=C1)C(=O)NC2=CC(=CC(=C2)C(F)(F)F)N3C=C(N=C3)C)NC4=NC=CC(=N4)C5=CN=CC=C5. Drug 2: CC1=C2C(C(=O)C3(C(CC4C(C3C(C(C2(C)C)(CC1OC(=O)C(C(C5=CC=CC=C5)NC(=O)C6=CC=CC=C6)O)O)OC(=O)C7=CC=CC=C7)(CO4)OC(=O)C)O)C)OC(=O)C. Cell line: UO-31. Synergy scores: CSS=-0.126, Synergy_ZIP=4.07, Synergy_Bliss=4.06, Synergy_Loewe=-8.41, Synergy_HSA=-4.35. (8) Drug 1: C1=NC2=C(N1)C(=S)N=C(N2)N. Cell line: SF-539. Drug 2: COCCOC1=C(C=C2C(=C1)C(=NC=N2)NC3=CC=CC(=C3)C#C)OCCOC.Cl. Synergy scores: CSS=31.3, Synergy_ZIP=3.72, Synergy_Bliss=4.01, Synergy_Loewe=-2.71, Synergy_HSA=4.56. (9) Drug 1: C1=CC(=CC=C1CCCC(=O)O)N(CCCl)CCCl. Drug 2: CNC(=O)C1=NC=CC(=C1)OC2=CC=C(C=C2)NC(=O)NC3=CC(=C(C=C3)Cl)C(F)(F)F. Cell line: M14. Synergy scores: CSS=21.8, Synergy_ZIP=-4.85, Synergy_Bliss=-1.16, Synergy_Loewe=-4.86, Synergy_HSA=-0.293. (10) Drug 1: C(=O)(N)NO. Drug 2: CCCCCOC(=O)NC1=NC(=O)N(C=C1F)C2C(C(C(O2)C)O)O. Cell line: SN12C. Synergy scores: CSS=11.1, Synergy_ZIP=-2.25, Synergy_Bliss=2.78, Synergy_Loewe=0.954, Synergy_HSA=3.48.